Predict the reaction yield, written as a fraction of the theoretical maximum amount of product (1.0 means a 100% yield; for example, 0.34 means a 34% yield). From a dataset of Reaction yield outcomes from USPTO patents with 853,638 reactions. (1) The catalyst is CCOC(C)=O. The reactants are C[O:2][C:3]([C:5]1[CH:10]=[CH:9][C:8](=[O:11])[NH:7][C:6]=1[NH:12][C:13]1[CH:18]=[CH:17][C:16]([Br:19])=[CH:15][C:14]=1[F:20])=[O:4].COC(=O)C1C=CC(OC)=NC=1NC1C=CC(Br)=CC=1F.C(O)(=O)C.Br. The yield is 0.790. The product is [Br:19][C:16]1[CH:17]=[CH:18][C:13]([NH:12][C:6]2[NH:7][C:8](=[O:11])[CH:9]=[CH:10][C:5]=2[C:3]([OH:4])=[O:2])=[C:14]([F:20])[CH:15]=1. (2) The reactants are [CH3:1][C:2]1[CH:7]=[C:6]([O:8][CH2:9][CH2:10][CH2:11][CH2:12][CH2:13][CH2:14][CH2:15][CH2:16][CH2:17][CH2:18][CH2:19][CH2:20][CH2:21][CH2:22][CH2:23][CH2:24][CH2:25][CH3:26])[CH:5]=[CH:4][C:3]=1[N+:27]([O-])=O.CO.Cl.C(=O)([O-])[O-].[K+].[K+]. The catalyst is [Fe].ClCCl.O.O1CCOCC1. The product is [CH3:1][C:2]1[CH:7]=[C:6]([O:8][CH2:9][CH2:10][CH2:11][CH2:12][CH2:13][CH2:14][CH2:15][CH2:16][CH2:17][CH2:18][CH2:19][CH2:20][CH2:21][CH2:22][CH2:23][CH2:24][CH2:25][CH3:26])[CH:5]=[CH:4][C:3]=1[NH2:27]. The yield is 0.820. (3) The reactants are [Br:1][C:2]1[CH:3]=[C:4]([N+:12]([O-:14])=[O:13])[C:5]([CH3:11])=[C:6]([CH:10]=1)[C:7]([OH:9])=[O:8].[C:15](=O)([O-])[O-].[Na+].[Na+].CI. The catalyst is CN(C=O)C. The product is [Br:1][C:2]1[CH:3]=[C:4]([N+:12]([O-:14])=[O:13])[C:5]([CH3:11])=[C:6]([CH:10]=1)[C:7]([O:9][CH3:15])=[O:8]. The yield is 0.990.